Dataset: Retrosynthesis with 50K atom-mapped reactions and 10 reaction types from USPTO. Task: Predict the reactants needed to synthesize the given product. (1) Given the product CCCCC(COS(C)(=O)=O)c1ccc(Cl)cc1Cl, predict the reactants needed to synthesize it. The reactants are: CCCCC(CO)c1ccc(Cl)cc1Cl.CS(=O)(=O)Cl. (2) Given the product CCOC(=O)Cc1ccc(OC(F)F)c(OC)c1, predict the reactants needed to synthesize it. The reactants are: CCO.COc1cc(CC(=O)O)ccc1OC(F)F. (3) Given the product CCOC(=O)/C=C/c1cnc(N[C@@H]2CCN(Cc3ccccc3)C2)cn1, predict the reactants needed to synthesize it. The reactants are: CCOC(=O)/C=C/c1cnc(Cl)cn1.N[C@@H]1CCN(Cc2ccccc2)C1. (4) Given the product FC(F)(F)c1cc2c(NCc3ccc(Cl)c(Cl)c3)nc(-n3cncn3)nc2s1, predict the reactants needed to synthesize it. The reactants are: FC(F)(F)c1cc2c(NCc3ccc(Cl)c(Cl)c3)nc(Cl)nc2s1.c1nc[nH]n1. (5) The reactants are: COC(=O)COc1ccc(Br)cc1C=C1SC(=Nc2ccc(Cl)cc2)NC1=O. Given the product O=C(O)COc1ccc(Br)cc1C=C1SC(=Nc2ccc(Cl)cc2)NC1=O, predict the reactants needed to synthesize it. (6) Given the product CCCc1ccc(S(C)(=O)=O)cc1C#Cc1cc(C#N)ccc1OCC(=O)OC(C)(C)C, predict the reactants needed to synthesize it. The reactants are: C#Cc1cc(C#N)ccc1OCC(=O)OC(C)(C)C.CCCc1ccc(S(C)(=O)=O)cc1I. (7) Given the product CCNc1c([N+](=O)[O-])cnc(Cl)c1Br, predict the reactants needed to synthesize it. The reactants are: CCN.O=[N+]([O-])c1cnc(Cl)c(Br)c1Cl.